This data is from Reaction yield outcomes from USPTO patents with 853,638 reactions. The task is: Predict the reaction yield, written as a fraction of the theoretical maximum amount of product (1.0 means a 100% yield; for example, 0.34 means a 34% yield). (1) The reactants are CC(OC(/N=N/C(OC(C)C)=O)=O)C.[OH:15][CH:16]1[CH2:33][CH:32]2[CH:18]([C:19](=[O:45])[N:20]([CH3:44])[CH2:21][CH2:22][CH2:23][CH2:24][CH:25]=[CH:26][CH:27]3[C:29]([C:35]([NH:37][S:38]([CH:41]4[CH2:43][CH2:42]4)(=[O:40])=[O:39])=[O:36])([NH:30][C:31]2=[O:34])[CH2:28]3)[CH2:17]1.[CH:46]([C:49]1[N:50]=[C:51]([C:54]2[CH:63]=[C:62](O)[C:61]3[C:56](=[CH:57][C:58]([O:65][CH3:66])=[CH:59][CH:60]=3)[N:55]=2)[S:52][CH:53]=1)([CH3:48])[CH3:47].C1C=CC(P(C2C=CC=CC=2)C2C=CC=CC=2)=CC=1. The catalyst is C1COCC1. The product is [CH:46]([C:49]1[N:50]=[C:51]([C:54]2[CH:63]=[C:62]([O:15][CH:16]3[CH2:33][CH:32]4[CH:18]([C:19](=[O:45])[N:20]([CH3:44])[CH2:21][CH2:22][CH2:23][CH2:24][CH:25]=[CH:26][CH:27]5[C:29]([C:35]([NH:37][S:38]([CH:41]6[CH2:42][CH2:43]6)(=[O:40])=[O:39])=[O:36])([NH:30][C:31]4=[O:34])[CH2:28]5)[CH2:17]3)[C:61]3[C:56](=[CH:57][C:58]([O:65][CH3:66])=[CH:59][CH:60]=3)[N:55]=2)[S:52][CH:53]=1)([CH3:48])[CH3:47]. The yield is 0.130. (2) The reactants are [NH:1]1[C:9]2[C:4](=[CH:5][C:6]([N:10]3[CH2:15][CH2:14][O:13][CH2:12][CH2:11]3)=[CH:7][CH:8]=2)[CH:3]=[CH:2]1.[CH3:16][C:17]1[C:22](/[CH:23]=[CH:24]/[N+:25]([O-:27])=[O:26])=[CH:21][CH:20]=[CH:19][C:18]=1[NH:28][C:29](=[O:38])[O:30][CH2:31][C:32]1[CH:37]=[CH:36][CH:35]=[CH:34][CH:33]=1. The catalyst is C1COCC1. The product is [CH3:16][C:17]1[C:22]([CH:23]([C:3]2[C:4]3[C:9](=[CH:8][CH:7]=[C:6]([N:10]4[CH2:15][CH2:14][O:13][CH2:12][CH2:11]4)[CH:5]=3)[NH:1][CH:2]=2)[CH2:24][N+:25]([O-:27])=[O:26])=[CH:21][CH:20]=[CH:19][C:18]=1[NH:28][C:29](=[O:38])[O:30][CH2:31][C:32]1[CH:33]=[CH:34][CH:35]=[CH:36][CH:37]=1. The yield is 0.374. (3) The reactants are [F:1][C:2]1[CH:7]=[C:6]([F:8])[CH:5]=[CH:4][C:3]=1[C@H:9]([NH:22][S@@](C(C)(C)C)=O)[C:10]1[CH:15]=[CH:14][C:13]([P:16]([CH3:21])(=[O:20])[O:17][CH2:18]C)=[CH:12][CH:11]=1.[ClH:29].O1CCOCC1. No catalyst specified. The product is [ClH:29].[NH2:22][C@@H:9]([C:3]1[CH:4]=[CH:5][C:6]([F:8])=[CH:7][C:2]=1[F:1])[C:10]1[CH:11]=[CH:12][C:13]([P:16]([CH3:21])(=[O:20])[O:17][CH3:18])=[CH:14][CH:15]=1. The yield is 0.960. (4) The reactants are [F:1][C:2]1[CH:12]=[CH:11][C:5](/[CH:6]=[CH:7]/[C:8]([OH:10])=O)=[CH:4][CH:3]=1.CN(C(ON1N=NC2C=CC=CC1=2)=[N+](C)C)C.[B-](F)(F)(F)F.[CH:35]([N:38]1[CH2:43][CH2:42][NH:41][CH2:40][CH2:39]1)([CH3:37])[CH3:36]. The product is [F:1][C:2]1[CH:3]=[CH:4][C:5](/[CH:6]=[CH:7]/[C:8]([N:41]2[CH2:42][CH2:43][N:38]([CH:35]([CH3:37])[CH3:36])[CH2:39][CH2:40]2)=[O:10])=[CH:11][CH:12]=1. The catalyst is CN(C=O)C. The yield is 0.800.